From a dataset of NCI-60 drug combinations with 297,098 pairs across 59 cell lines. Regression. Given two drug SMILES strings and cell line genomic features, predict the synergy score measuring deviation from expected non-interaction effect. (1) Drug 1: C1CCC(C1)C(CC#N)N2C=C(C=N2)C3=C4C=CNC4=NC=N3. Drug 2: CN1C2=C(C=C(C=C2)N(CCCl)CCCl)N=C1CCCC(=O)O.Cl. Cell line: OVCAR-5. Synergy scores: CSS=-1.48, Synergy_ZIP=3.37, Synergy_Bliss=4.76, Synergy_Loewe=0.636, Synergy_HSA=0.187. (2) Drug 1: CN(C)C1=NC(=NC(=N1)N(C)C)N(C)C. Drug 2: C1=NNC2=C1C(=O)NC=N2. Cell line: PC-3. Synergy scores: CSS=-3.26, Synergy_ZIP=-0.0635, Synergy_Bliss=-3.52, Synergy_Loewe=-5.28, Synergy_HSA=-4.92. (3) Drug 1: CC1=C(C=C(C=C1)NC(=O)C2=CC=C(C=C2)CN3CCN(CC3)C)NC4=NC=CC(=N4)C5=CN=CC=C5. Drug 2: CNC(=O)C1=NC=CC(=C1)OC2=CC=C(C=C2)NC(=O)NC3=CC(=C(C=C3)Cl)C(F)(F)F. Cell line: MDA-MB-435. Synergy scores: CSS=2.12, Synergy_ZIP=-0.749, Synergy_Bliss=-1.45, Synergy_Loewe=1.29, Synergy_HSA=-0.981. (4) Drug 1: C1C(C(OC1N2C=NC3=C(N=C(N=C32)Cl)N)CO)O. Drug 2: CCC1(C2=C(COC1=O)C(=O)N3CC4=CC5=C(C=CC(=C5CN(C)C)O)N=C4C3=C2)O.Cl. Cell line: HL-60(TB). Synergy scores: CSS=71.6, Synergy_ZIP=-1.65, Synergy_Bliss=-2.51, Synergy_Loewe=-3.39, Synergy_HSA=-1.31. (5) Drug 1: C1=CC(=CC=C1C#N)C(C2=CC=C(C=C2)C#N)N3C=NC=N3. Drug 2: C1=NNC2=C1C(=O)NC=N2. Cell line: SNB-19. Synergy scores: CSS=-2.93, Synergy_ZIP=1.14, Synergy_Bliss=-0.835, Synergy_Loewe=-1.71, Synergy_HSA=-2.17. (6) Drug 1: CN(C)N=NC1=C(NC=N1)C(=O)N. Drug 2: CC1CCCC2(C(O2)CC(NC(=O)CC(C(C(=O)C(C1O)C)(C)C)O)C(=CC3=CSC(=N3)C)C)C. Cell line: MOLT-4. Synergy scores: CSS=-5.81, Synergy_ZIP=1.30, Synergy_Bliss=-11.0, Synergy_Loewe=-9.14, Synergy_HSA=-9.08.